This data is from Forward reaction prediction with 1.9M reactions from USPTO patents (1976-2016). The task is: Predict the product of the given reaction. (1) Given the reactants C(=O)([O-])[O-].[K+].[K+].[Cl:7][C:8]1[CH:13]=[CH:12][CH:11]=[CH:10][C:9]=1[CH:14]([NH:24][C:25](=[O:31])[O:26][C:27]([CH3:30])([CH3:29])[CH3:28])S(C1C=CC=CC=1)(=O)=O, predict the reaction product. The product is: [Cl:7][C:8]1[CH:13]=[CH:12][CH:11]=[CH:10][C:9]=1/[CH:14]=[N:24]/[C:25](=[O:31])[O:26][C:27]([CH3:29])([CH3:28])[CH3:30]. (2) The product is: [ClH:15].[N:8]1[C:9]2[CH:10]=[CH:11][C:2]([B:30]([OH:32])[OH:31])=[CH:3][C:4]=2[N:12]=[CH:6][CH:7]=1. Given the reactants Br[C:2]1[CH:3]=[C:4]2[C:9](=[CH:10][CH:11]=1)[N:8]=[CH:7][C:6]([N+:12]([O-])=O)=C2[Cl:15].NC1C=CC(C(CC)(CC)C#N)=CC=1.[BH:30]([OH:32])[OH:31], predict the reaction product. (3) Given the reactants [C:1]([O:5][C:6]([N:8]1[CH2:13][CH2:12][CH:11]([O:14][C:15]2[CH:16]=[C:17]([CH:21]=[CH:22][CH:23]=2)[C:18](O)=[O:19])[CH2:10][CH2:9]1)=[O:7])([CH3:4])([CH3:3])[CH3:2].[NH2:24][C:25]1[CH:26]=[C:27]([CH:43]=[CH:44][C:45]=1[CH3:46])[C:28]([NH:30][C:31]1[CH:36]=[CH:35][CH:34]=[C:33]([N:37]2[CH2:42][CH2:41][O:40][CH2:39][CH2:38]2)[CH:32]=1)=[O:29], predict the reaction product. The product is: [C:1]([O:5][C:6]([N:8]1[CH2:9][CH2:10][CH:11]([O:14][C:15]2[CH:16]=[C:17]([CH:21]=[CH:22][CH:23]=2)[C:18]([NH:24][C:25]2[CH:26]=[C:27]([CH:43]=[CH:44][C:45]=2[CH3:46])[C:28]([NH:30][C:31]2[CH:36]=[CH:35][CH:34]=[C:33]([N:37]3[CH2:38][CH2:39][O:40][CH2:41][CH2:42]3)[CH:32]=2)=[O:29])=[O:19])[CH2:12][CH2:13]1)=[O:7])([CH3:4])([CH3:2])[CH3:3]. (4) Given the reactants [Cl:1][C:2]1[C:26]([C:27]([F:30])([F:29])[F:28])=[CH:25][C:5]2[NH:6][C:7](=[O:24])[CH2:8][C:9]([C:11]3[CH:16]=[CH:15][CH:14]=[C:13]([N:17]4[C:21]([CH2:22]O)=[N:20][CH:19]=[N:18]4)[CH:12]=3)=[N:10][C:4]=2[CH:3]=1.S(Cl)(Cl)=O.[Cl-].[CH:36]1([NH2:39])[CH2:38][CH2:37]1, predict the reaction product. The product is: [Cl:1][C:2]1[C:26]([C:27]([F:28])([F:29])[F:30])=[CH:25][C:5]2[NH:6][C:7](=[O:24])[CH2:8][C:9]([C:11]3[CH:16]=[CH:15][CH:14]=[C:13]([N:17]4[C:21]([CH2:22][NH:39][CH:36]5[CH2:38][CH2:37]5)=[N:20][CH:19]=[N:18]4)[CH:12]=3)=[N:10][C:4]=2[CH:3]=1. (5) Given the reactants F[C:2]1[CH:9]=[C:8]([C:10]2[CH:15]=[C:14]([N:16]3[CH2:21][CH2:20][O:19][CH2:18][C@H:17]3[CH:22]([CH3:24])[CH3:23])[N:13]=[C:12]([NH:25][CH3:26])[N:11]=2)[CH:7]=[C:6]([F:27])[C:3]=1[C:4]#[N:5].C1(C)C=CC=CC=1.[H-].[Na+].CN([CH:40]=[O:41])C, predict the reaction product. The product is: [F:27][C:6]1[CH:7]=[C:8]([C:10]2[CH:15]=[C:14]([N:16]3[CH2:21][CH2:20][O:19][CH2:18][C@H:17]3[CH:22]([CH3:24])[CH3:23])[N:13]=[C:12]([NH:25][CH3:26])[N:11]=2)[CH:9]=[C:2]([O:41][CH3:40])[C:3]=1[C:4]#[N:5]. (6) Given the reactants [SH:1][C:2]1[CH:3]=[C:4]([OH:8])[CH:5]=[CH:6][CH:7]=1.C(=O)([O-])[O-].[K+].[K+].Br[CH2:16][CH2:17][CH2:18][C:19]([O:21]CC)=[O:20].[OH-].[Na+], predict the reaction product. The product is: [OH:8][C:4]1[CH:3]=[C:2]([S:1][CH2:16][CH2:17][CH2:18][C:19]([OH:21])=[O:20])[CH:7]=[CH:6][CH:5]=1. (7) Given the reactants [CH3:1][C:2]1[N:7]=[C:6]([C:8]2[CH:13]=[CH:12][CH:11]=[C:10]([C:14]3[CH:15]=[C:16]([S:20]([NH2:23])(=[O:22])=[O:21])[CH:17]=[CH:18][CH:19]=3)[N:9]=2)[CH:5]=[C:4]([C:24]2[CH:29]=[CH:28][C:27]([C:30]([F:33])([F:32])[F:31])=[CH:26][CH:25]=2)[CH:3]=1.[C:34](OC(=O)C)(=[O:36])[CH3:35], predict the reaction product. The product is: [C:34]([NH:23][S:20]([C:16]1[CH:17]=[CH:18][CH:19]=[C:14]([C:10]2[N:9]=[C:8]([C:6]3[CH:5]=[C:4]([C:24]4[CH:29]=[CH:28][C:27]([C:30]([F:33])([F:31])[F:32])=[CH:26][CH:25]=4)[CH:3]=[C:2]([CH3:1])[N:7]=3)[CH:13]=[CH:12][CH:11]=2)[CH:15]=1)(=[O:21])=[O:22])(=[O:36])[CH3:35].